This data is from Forward reaction prediction with 1.9M reactions from USPTO patents (1976-2016). The task is: Predict the product of the given reaction. (1) Given the reactants [F:1][C:2]1[CH:7]=[CH:6][CH:5]=[C:4]([F:8])[C:3]=1[N:9]1[C:14]2[N:15]=[C:16](S(C)=O)[N:17]=[C:18]([C:19]3[CH:20]=[C:21]([CH:28]=[CH:29][C:30]=3[CH3:31])[C:22]([NH:24][CH2:25][CH2:26][CH3:27])=[O:23])[C:13]=2[CH2:12][NH:11][C:10]1=[O:35].[CH3:36][CH:37]([NH:39][CH2:40][CH2:41][CH2:42][NH2:43])[CH3:38], predict the reaction product. The product is: [F:1][C:2]1[CH:7]=[CH:6][CH:5]=[C:4]([F:8])[C:3]=1[N:9]1[C:14]2[N:15]=[C:16]([NH:43][CH2:42][CH2:41][CH2:40][NH:39][CH:37]([CH3:38])[CH3:36])[N:17]=[C:18]([C:19]3[CH:20]=[C:21]([CH:28]=[CH:29][C:30]=3[CH3:31])[C:22]([NH:24][CH2:25][CH2:26][CH3:27])=[O:23])[C:13]=2[CH2:12][NH:11][C:10]1=[O:35]. (2) Given the reactants [F:1][C:2]1[CH:7]=[C:6]([F:8])[CH:5]=[CH:4][C:3]=1[NH:9][C:10]1[C:19]2[C:14](=[CH:15][C:16]([O:26][CH2:27][CH3:28])=[C:17]([C:20]3[CH2:21][CH2:22][NH:23][CH2:24][CH:25]=3)[CH:18]=2)[N:13]=[CH:12][C:11]=1[C:29]([NH2:31])=[O:30].C(N(CC)CC)C.[C:39](OC(=O)C)(=[O:41])[CH3:40].C([O-])(O)=O.[Na+], predict the reaction product. The product is: [C:39]([N:23]1[CH2:22][CH:21]=[C:20]([C:17]2[CH:18]=[C:19]3[C:14](=[CH:15][C:16]=2[O:26][CH2:27][CH3:28])[N:13]=[CH:12][C:11]([C:29]([NH2:31])=[O:30])=[C:10]3[NH:9][C:3]2[CH:4]=[CH:5][C:6]([F:8])=[CH:7][C:2]=2[F:1])[CH2:25][CH2:24]1)(=[O:41])[CH3:40]. (3) Given the reactants [C:1]([O:5][C:6]([N:8]1[C:16]2[C:11](=[C:12]([C:20]([CH3:27])([CH2:24][CH:25]=[CH2:26])[C:21]([OH:23])=O)[C:13]([O:18][CH3:19])=[CH:14][C:15]=2[CH3:17])[CH:10]=[CH:9]1)=[O:7])([CH3:4])([CH3:3])[CH3:2].CN(C=O)C.C(Cl)(=O)C(Cl)=O.[NH2:39][C:40]1[CH:41]=[C:42]([CH:45]=[CH:46][C:47]=1[NH2:48])[C:43]#[N:44].N1C=CC=CC=1, predict the reaction product. The product is: [NH2:48][C:47]1[CH:46]=[CH:45][C:42]([C:43]#[N:44])=[CH:41][C:40]=1[NH:39][C:21](=[O:23])[C:20]([C:12]1[C:13]([O:18][CH3:19])=[CH:14][C:15]([CH3:17])=[C:16]2[C:11]=1[CH:10]=[CH:9][N:8]2[C:6]([O:5][C:1]([CH3:2])([CH3:3])[CH3:4])=[O:7])([CH3:27])[CH2:24][CH:25]=[CH2:26]. (4) Given the reactants [C:1]([O:5][C:6](=[O:31])[NH:7][C@@H:8]([CH2:27][CH:28]([CH3:30])[CH3:29])[CH2:9][O:10][C:11]1[C:12](Br)=[CH:13][C:14]2[C:24]3[C:19](=[CH:20][N:21]=[CH:22][CH:23]=3)[CH:18]([CH3:25])[O:17][C:15]=2[CH:16]=1)([CH3:4])([CH3:3])[CH3:2].[NH:32]1CCC[C@H:33]1C(O)=O.[Cu]C#N, predict the reaction product. The product is: [C:1]([O:5][C:6](=[O:31])[NH:7][C@@H:8]([CH2:27][CH:28]([CH3:30])[CH3:29])[CH2:9][O:10][C:11]1[C:12]([C:33]#[N:32])=[CH:13][C:14]2[C:24]3[C:19](=[CH:20][N:21]=[CH:22][CH:23]=3)[CH:18]([CH3:25])[O:17][C:15]=2[CH:16]=1)([CH3:4])([CH3:3])[CH3:2]. (5) Given the reactants [F:1][C:2]1[C:3]([NH:24][C:25]2[CH:30]=[CH:29][C:28](I)=[CH:27][C:26]=2[F:32])=[C:4]([CH:12]=[C:13]([CH:16]=[N:17][O:18][CH2:19][C:20]([OH:23])([CH3:22])[CH3:21])[C:14]=1[F:15])[C:5]([NH:7][O:8][CH2:9][CH2:10][OH:11])=[O:6].C(N(CC)C(C)C)(C)C.[CH3:42][Si:43]([C:46]#[CH:47])([CH3:45])[CH3:44], predict the reaction product. The product is: [F:1][C:2]1[C:3]([NH:24][C:25]2[CH:30]=[CH:29][C:28]([C:47]#[C:46][Si:43]([CH3:45])([CH3:44])[CH3:42])=[CH:27][C:26]=2[F:32])=[C:4]([CH:12]=[C:13](/[CH:16]=[N:17]/[O:18][CH2:19][C:20]([OH:23])([CH3:22])[CH3:21])[C:14]=1[F:15])[C:5]([NH:7][O:8][CH2:9][CH2:10][OH:11])=[O:6].